Dataset: Experimentally validated miRNA-target interactions with 360,000+ pairs, plus equal number of negative samples. Task: Binary Classification. Given a miRNA mature sequence and a target amino acid sequence, predict their likelihood of interaction. (1) The miRNA is hsa-miR-550b-3p with sequence UCUUACUCCCUCAGGCACUG. The protein sequence of the target gene is MAARGSRRRALRLLLMVQLLAGRWRPAGAARGARGGLPELSSAAKHEDSLFRDLFEDYEKWVRPVEHLSDKIKIKFGLAISQLVDVDEKNQLMTTNVWLKQEWIDVKLRWNPDDYGGIKIIRVPSDSLWIPDIVLFDNADGRFEGASTKTVVRYNGTVTWTQPANYKSSCTIDVTFFPFDLQNCSMKFGSWTYDGSQVDIILEDQDVDRTDFFDNGEWEIMSAMGSKGNRTDSCCWYPCITYSFVIKRLPLFYTLFLIIPCIGLSFLTVVVFYLPSNEGEKISLCTSVLVSLTVFLLVIE.... Result: 0 (no interaction). (2) The miRNA is hsa-miR-128-2-5p with sequence GGGGGCCGAUACACUGUACGAGA. The protein sequence of the target gene is MASERGKVKHNWSSTSEGCPRKRSCLREPCDVAPSSRPAQRSASRSGGPSSPKRLKAQKEDDVACSRRLSWGSSRRRNNSSSSFSPHFLGPGVGGAASKGCLIRNTRGFLSSGGSPLRPANASLEEMASLEEEACSLKVDSKDSSHNSTNSEFAAEAEGQNDTIEEPNKVQKRKRDRLRDQGSTMIYLKAIQGILGKSMPKRKGEAATRAKPSAAEHPSHGEGPARSEGPAKTAEGAARSVTVTAAQKEKDATPEVSMEEDKTVPERSSFYDRRVVIDPQEKPSEEPLGDRRTVIDKCSP.... Result: 0 (no interaction). (3) The protein sequence of the target gene is MTSTVLVDIRDEVTCPICLELLTEPLSIDCGHSFCQVCIIGNSNNSVFGQGGRSSCPVCRTSYQPGNLRPNRHLAAIVKRLREVALCPGKQLEVIFCALHGEKLQLFCKEDGKLICWLCERSQEHRGHHTFLMEEVAQEYQDMFQESLKKLRREQQEAEKLKALIQEKRESWKSQVEPEKRRIQTEFKQLRSILDREEQRELKKLEVEERKGLSIIEKAEGDLIHQSQSLKDLISDLEHRCQGSTVELLQDVGDVTKRSEFWTLRKPQALPTKLKSLFRAPDLRKMLKVFRELTDVQSYW.... The miRNA is hsa-miR-29c-5p with sequence UGACCGAUUUCUCCUGGUGUUC. Result: 0 (no interaction). (4) The miRNA is hsa-miR-539-3p with sequence AUCAUACAAGGACAAUUUCUUU. The protein sequence of the target gene is MAAGFGRCCRVLRSISRFHWRSQHTKANRQREPGLGFSFEFTEQQKEFQATARKFAREEIIPVAAEYDKTGEYPVPLIRRAWELGLMNTHIPENCGGLGLGTFDACLISEELAYGCTGVQTAIEGNSLGQMPIIIAGNDQQKKKYLGRMTEEPLMCAYCVTEPGAGSDVAGIKTKAEKKGDEYIINGQKMWITNGGKANWYFLLARSDPDPKAPANKAFTGFIVEADTPGIQIGRKELNMGQRCSDTRGIVFEDVKVPKENVLIGDGAGFKVAMGAFDKTRPVVAAGAVGLAQRALDEAT.... Result: 0 (no interaction). (5) The miRNA is hsa-miR-383-3p with sequence ACAGCACUGCCUGGUCAGA. The protein sequence of the target gene is MALRRLLLPPLLLSLLLSLASLHLPPGADAARGRSGNRTLNAGAVGGRRAGGALARGGRELNSTARASGVPEAGSRRGQSAAAAAAAAAAASATVTYETCWGYYDVSGQYDKEFECNNSESGYLYCCGTCYYRFCCKKRHEKLDQRQCTNYQSPVWVQTPSTKVVSPGPENKYDPEKDKTNFTVYITCGVIAFVIVAGVFAKVSYDKAHRPPREMNIHRALADILRQQGPIPIAHCERETISAIDTSPKENTPVRSTSKNHYTPVRTAKQTPGDRQYNHPILSSATQTPTHEKPRMNNIL.... Result: 0 (no interaction). (6) The miRNA is mmu-miR-375-3p with sequence UUUGUUCGUUCGGCUCGCGUGA. The protein sequence of the target gene is MASGRDERPPWRLGRLLLLMCLLLLGSSARAAHIKKAEATTTTTSAGAEAAEGQFDRYYHEEELESALREAAAAGLPGLARLFSIGRSVEGRPLWVLRLTAGLGSLIPEGDAGPDAAGPDAAGPLLPGRPQVKLVGNMHGDETVSRQVLIYLARELAAGYRRGDPRLVRLLNTTDVYLLPSLNPDGFERAREGDCGFGDGGPSGASGRDNSRGRDLNRSFPDQFSTGEPPALDEVPEVRALIEWIRRNKFVLSGNLHGGSVVASYPFDDSPEHKATGIYSKTSDDEVFKYLAKAYASNHP.... Result: 0 (no interaction). (7) The miRNA is hsa-miR-326 with sequence CCUCUGGGCCCUUCCUCCAG. The protein sequence of the target gene is MHSPRKLFHARSSLATRRSTALVVLTSLAIGIAGFTFGLAVILIPGLRLTGRNCLTNTPPKTVRVVWDVAGNSNGVVSGEKKRHKVMGFVGIQTGFGSAGRRRSLRKTWMPSDPEGLRRLEESTGLAIRFMIGKTKSEEKMAQLRREIAEYDDFVLLDIEEEYSKLPYKTLAFFKAAYALYDSEFYVKADDDIYLRPDRLSLLLAKERSHSQTYLGCLKKGPVFTDPKLKWYEPLSHLLGKEYFLHAYGPIYALSADVVASLVALKNNSFRMFNNEDVTIGAWMLAMNVNHENHHILCEP.... Result: 0 (no interaction). (8) The miRNA is hsa-miR-520a-3p with sequence AAAGUGCUUCCCUUUGGACUGU. The protein sequence of the target gene is MSLSENSVFAYESSVHSTNVLLSLNDQRKKDVLCDVTIFVEGQRFRAHRSVLAACSSYFHSRIVGQADGELNITLPEEVTVKGFEPLIQFAYTAKLILSKENVDEVCKCVEFLSVHNIEESCFQFLKFKFLDSTADQQECPRKKCFSSHCQKTDLKLSLLDQRDLETDEVEEFLENKNVQTPQCKLRRYQGNAKASPPLQDSASQTYESMCLEKDAALALPSLCPKYRKFQKAFGTDRVRTGESSVKDIHASVQPNERSENECLGGVPECRDLQVMLKCDESKLAMEPEETKKDPASQCP.... Result: 1 (interaction). (9) The miRNA is hsa-miR-5001-3p with sequence UUCUGCCUCUGUCCAGGUCCUU. The protein sequence of the target gene is MSGFFTSLDPRRVQWGAAWYAMHSRILRTKPVESMLEGTGTTTAHGTKLAQVLTTVDLISLGVGSCVGTGMYVVSGLVAKEMAGPGVIVSFIIAAVASILSGVCYAEFGVRVPKTTGSAYTYSYVTVGEFVAFFIGWNLILEYLIGTAAGASALSSMFDSLANHTISRWMADSVGTLNGLGKGEESYPDLLALLIAVIVTIIVALGVKNSIGFNNVLNVLNLAVWVFIMIAGLFFINGKYWAEGQFLPHGWSGVLQGAATCFYAFIGFDIIATTGEEAKNPNTSIPYAITASLVICLTAY.... Result: 1 (interaction). (10) The miRNA is mmu-miR-466i-3p with sequence AUACACACACACAUACACACUA. The protein sequence of the target gene is MRTANGGPRARASPSASPADPGLPEGSERTEMRMRQMCGGSETQGPAPSQQGGRGSNACCFCWCCCCTCSCLTVRNQEDQRPQRASHEIRTDIPACEESPTPTLEEVCAWAQSFDNLMVTPAGRNAFREFLRTEFSEENMLFWMACEELKREANKSTIEEKARIIYEDYISILSPKEVSLDSRVREVINRNMVDPSQHIFDDAQLQIYTLMHRDSYPRFMNSTVYKDLLTSLAEKTVEA. Result: 1 (interaction).